Dataset: Forward reaction prediction with 1.9M reactions from USPTO patents (1976-2016). Task: Predict the product of the given reaction. (1) Given the reactants [CH3:1][O:2][C:3]1[N:8]=[C:7]([O:9][CH3:10])[N:6]=[C:5]([NH:11][C:12]2[CH:17]=[CH:16][C:15](C)=[CH:14][C:13]=2[N+:19]([O-])=O)[N:4]=1.[C:22](O)(=O)C, predict the reaction product. The product is: [CH3:10][O:9][C:7]1[N:8]=[C:3]([O:2][CH3:1])[N:4]=[C:5]([NH:11][C:12]2[C:13]([NH2:19])=[CH:14][CH:15]=[C:16]([CH3:22])[CH:17]=2)[N:6]=1. (2) Given the reactants [S:1]1[C:5]([CH:6]=O)=[CH:4][N:3]=[CH:2]1.[N:8]([CH2:11][C:12]([O:14][CH2:15][CH3:16])=[O:13])=[N+:9]=[N-:10].[Na], predict the reaction product. The product is: [N:8](/[C:11](=[CH:6]\[C:5]1[S:1][CH:2]=[N:3][CH:4]=1)/[C:12]([O:14][CH2:15][CH3:16])=[O:13])=[N+:9]=[N-:10]. (3) Given the reactants C(=O)([O-])[O-].[K+].[K+].[Cl:7][C:8]1[CH:14]=[CH:13][C:11]([NH2:12])=[CH:10][CH:9]=1.[CH3:15][C:16]1[C:20]([S:21](Cl)(=[O:23])=[O:22])=[C:19]([CH3:25])[O:18][N:17]=1.C1OCCOCCOCCOCCOCCOC1, predict the reaction product. The product is: [Cl:7][C:8]1[CH:14]=[CH:13][C:11]([NH:12][S:21]([C:20]2[C:16]([CH3:15])=[N:17][O:18][C:19]=2[CH3:25])(=[O:23])=[O:22])=[CH:10][CH:9]=1. (4) Given the reactants [C:1]([C:3]1[CH:4]=[C:5]([CH:9]=[C:10]([CH:14]2[CH2:17][CH2:16][CH2:15]2)[C:11]=1[O:12][CH3:13])[C:6](O)=[O:7])#[N:2].C1(C)C=CC=CC=1.S(Cl)([Cl:27])=O, predict the reaction product. The product is: [C:1]([C:3]1[CH:4]=[C:5]([CH:9]=[C:10]([CH:14]2[CH2:17][CH2:16][CH2:15]2)[C:11]=1[O:12][CH3:13])[C:6]([Cl:27])=[O:7])#[N:2]. (5) Given the reactants [CH2:1]1[C@H:9]2[N:4]([CH2:5][CH2:6][CH2:7][CH2:8]2)[C@H:3]([C:10]2[CH:15]=[CH:14][C:13]([NH:16][C:17](=[O:20])[CH:18]=[CH2:19])=[CH:12][CH:11]=2)[CH2:2]1.[H-].[Na+].I[CH3:24].[Cl-].[NH4+], predict the reaction product. The product is: [CH3:24][N:16]([C:13]1[CH:12]=[CH:11][C:10]([C@H:3]2[N:4]3[C@@H:9]([CH2:8][CH2:7][CH2:6][CH2:5]3)[CH2:1][CH2:2]2)=[CH:15][CH:14]=1)[C:17](=[O:20])[CH:18]=[CH2:19]. (6) Given the reactants [Cl:1][C:2]1[CH:7]=[C:6]([Cl:8])[CH:5]=[CH:4][C:3]=1[NH:9][C:10](=[O:39])[CH2:11][N:12]([CH2:20][C:21]1[CH:37]=[CH:36][C:24]([O:25][C:26]([CH3:35])([CH3:34])[C:27]([O:29]C(C)(C)C)=[O:28])=[C:23]([CH3:38])[CH:22]=1)[CH:13]1[CH:17]([CH3:18])[CH2:16][CH2:15][CH:14]1[CH3:19].FC(F)(F)C(O)=O.[C:47]1([CH3:53])[CH:52]=CC=C[CH:48]=1, predict the reaction product. The product is: [C:47]([CH2:35][C:26]([O:25][C:24]1[CH:36]=[CH:37][C:21]([CH2:20][N:12]([CH2:11][C:10]([NH:9][C:3]2[CH:4]=[CH:5][C:6]([Cl:8])=[CH:7][C:2]=2[Cl:1])=[O:39])[CH:13]2[CH:14]([CH3:19])[CH2:15][CH2:16][CH:17]2[CH3:18])=[CH:22][C:23]=1[CH3:38])([CH3:34])[C:27]([OH:29])=[O:28])([CH3:53])([CH3:52])[CH3:48].